From a dataset of Reaction yield outcomes from USPTO patents with 853,638 reactions. Predict the reaction yield, written as a fraction of the theoretical maximum amount of product (1.0 means a 100% yield; for example, 0.34 means a 34% yield). (1) The reactants are [CH3:1][O:2][C:3](=[O:16])[C:4]1[CH:9]=[CH:8][CH:7]=[C:6]([NH:10][CH2:11][C:12](=[O:15])[CH:13]=[CH2:14])[CH:5]=1.[NH:17]1[CH2:22][CH2:21][CH:20]([O:23][C:24](=[O:38])[NH:25][C:26]2[CH:31]=[CH:30][CH:29]=[CH:28][C:27]=2[C:32]2[CH:37]=[CH:36][CH:35]=[CH:34][CH:33]=2)[CH2:19][CH2:18]1. The catalyst is CCO. The product is [CH3:1][O:2][C:3](=[O:16])[C:4]1[CH:9]=[CH:8][CH:7]=[C:6]([NH:10][CH2:11][C:12](=[O:15])[CH2:13][CH2:14][N:17]2[CH2:18][CH2:19][CH:20]([O:23][C:24](=[O:38])[NH:25][C:26]3[CH:31]=[CH:30][CH:29]=[CH:28][C:27]=3[C:32]3[CH:37]=[CH:36][CH:35]=[CH:34][CH:33]=3)[CH2:21][CH2:22]2)[CH:5]=1. The yield is 0.450. (2) The reactants are [Cl:1][C:2]1[N:7]=[CH:6][C:5]([CH2:8][CH2:9][N:10]2[CH2:15][CH2:14][CH2:13][NH:12][C:11]2=[N:16][N+]([O-])=O)=[CH:4][CH:3]=1.C([O-])(=O)C.[NH4+].ClCCl. The catalyst is CO.[Cl-].[Ti+3].[Cl-].[Cl-]. The product is [Cl:1][C:2]1[N:7]=[CH:6][C:5]([CH2:8][CH2:9][N:10]2[CH2:15][CH2:14][CH2:13][NH:12][C:11]2=[NH:16])=[CH:4][CH:3]=1. The yield is 0.775. (3) The reactants are [Br:1][C:2]1[CH:7]=[CH:6][C:5]([NH:8][C:9]2[N:14]=[CH:13][N:12]=[C:11]([NH:15][C:16]3[CH:17]=[C:18]([NH:22]C(=O)OC(C)(C)C)[CH:19]=[CH:20][CH:21]=3)[CH:10]=2)=[C:4]([F:30])[CH:3]=1. The catalyst is Cl.O1CCOCC1. The product is [Br:1][C:2]1[CH:7]=[CH:6][C:5]([NH:8][C:9]2[N:14]=[CH:13][N:12]=[C:11]([NH:15][C:16]3[CH:17]=[C:18]([NH2:22])[CH:19]=[CH:20][CH:21]=3)[CH:10]=2)=[C:4]([F:30])[CH:3]=1. The yield is 1.00. (4) The reactants are FC(F)(F)C([N:5]1[CH2:11][CH2:10][C:9]2[CH:12]=[CH:13][C:14]([S:16](F)(=[O:18])=[O:17])=[CH:15][C:8]=2[CH2:7][CH2:6]1)=O.[Si:22]([O:29][C:30]1[CH:31]=[C:32](Br)[CH:33]=[CH:34][CH:35]=1)([C:25]([CH3:28])([CH3:27])[CH3:26])([CH3:24])[CH3:23]. No catalyst specified. The product is [Si:22]([O:29][C:30]1[CH:31]=[C:32]([S:16]([C:14]2[CH:13]=[CH:12][C:9]3[CH2:10][CH2:11][NH:5][CH2:6][CH2:7][C:8]=3[CH:15]=2)(=[O:17])=[O:18])[CH:33]=[CH:34][CH:35]=1)([C:25]([CH3:28])([CH3:27])[CH3:26])([CH3:24])[CH3:23]. The yield is 0.800. (5) The reactants are [Br:1][C:2]1[CH:3]=[C:4]([C:9]#[C:10][C:11]2[CH:12]=[C:13]([S:18]([CH3:21])(=[O:20])=[O:19])[N:14]([CH2:16][CH3:17])[CH:15]=2)[CH:5]=[CH:6][C:7]=1[F:8].C([O-])(O)=[O:23].[Na+].[O-]S([O-])(=O)=O.[Mg+2].[O-][Mn](=O)(=O)=O.[K+].[OH2:39]. The catalyst is CC(C)=O. The product is [Br:1][C:2]1[CH:3]=[C:4]([C:9](=[O:23])[C:10]([C:11]2[CH:12]=[C:13]([S:18]([CH3:21])(=[O:20])=[O:19])[N:14]([CH2:16][CH3:17])[CH:15]=2)=[O:39])[CH:5]=[CH:6][C:7]=1[F:8]. The yield is 0.860. (6) The reactants are [CH2:1]([N:5]([CH:10]=[N:11][C:12]1[N:17]=[C:16]([N:18]=[CH:19][N:20]([CH2:25][CH2:26][CH2:27][CH3:28])[CH2:21][CH2:22][CH2:23][CH3:24])[N:15]=[C:14]2[N:29]([C@@H:32]3[O:37][C@H:36]([CH2:38][OH:39])[C@@H:34]([OH:35])[CH2:33]3)[N:30]=[CH:31][C:13]=12)[CH2:6][CH2:7][CH2:8][CH3:9])[CH2:2][CH2:3][CH3:4].[Br:40]C1C2C(=NC(N)=NC=2N)N([C@@H]2O[C@H](CO)[C@@H](O)C2)N=1.COC(OC)N(CCCC)CCCC. The catalyst is CO. The product is [CH2:1]([N:5]([CH:10]=[N:11][C:12]1[N:17]=[C:16]([N:18]=[CH:19][N:20]([CH2:25][CH2:26][CH2:27][CH3:28])[CH2:21][CH2:22][CH2:23][CH3:24])[N:15]=[C:14]2[N:29]([C@@H:32]3[O:37][C@H:36]([CH2:38][OH:39])[C@@H:34]([OH:35])[CH2:33]3)[N:30]=[C:31]([Br:40])[C:13]=12)[CH2:6][CH2:7][CH2:8][CH3:9])[CH2:2][CH2:3][CH3:4]. The yield is 0.500.